This data is from Forward reaction prediction with 1.9M reactions from USPTO patents (1976-2016). The task is: Predict the product of the given reaction. (1) Given the reactants [C:1]([N:4]1[C:13]2[CH:12]=[CH:11][C:10]([NH2:14])=[CH:9][C:8]=2[C:7]2[N:15]([C:21]3[CH:26]=[CH:25][C:24]([F:27])=[CH:23][CH:22]=3)[N:16]=[C:17]([C:18]([NH2:20])=[O:19])[C:6]=2[CH2:5]1)(=[O:3])[CH3:2].[Cl:28][C:29]1[N:37]=[CH:36][CH:35]=[CH:34][C:30]=1[C:31](O)=[O:32].C(N(C(C)C)CC)(C)C.CN(C(ON1N=NC2C=CC=NC1=2)=[N+](C)C)C.F[P-](F)(F)(F)(F)F, predict the reaction product. The product is: [C:1]([N:4]1[C:13]2[CH:12]=[CH:11][C:10]([NH:14][C:31]([C:30]3[C:29]([Cl:28])=[N:37][CH:36]=[CH:35][CH:34]=3)=[O:32])=[CH:9][C:8]=2[C:7]2[N:15]([C:21]3[CH:22]=[CH:23][C:24]([F:27])=[CH:25][CH:26]=3)[N:16]=[C:17]([C:18]([NH2:20])=[O:19])[C:6]=2[CH2:5]1)(=[O:3])[CH3:2]. (2) Given the reactants ClC1C=C(C(=O)CC2C=NC=CC=2C#N)C=CN=1.[CH3:19][O:20][C:21]1[CH:26]=[C:25]([C:27](=O)[CH2:28][C:29]2[CH:36]=[N:35][CH:34]=[CH:33][C:30]=2[C:31]#[N:32])[CH:24]=[CH:23][N:22]=1.[CH3:38][C:39]([NH2:43])([CH3:42])[CH2:40][NH2:41], predict the reaction product. The product is: [CH3:19][O:20][C:21]1[CH:26]=[C:25]([C:27]2[N:32]=[C:31]([NH:41][CH2:40][C:39]([CH3:42])([NH2:43])[CH3:38])[C:30]3[C:29]([CH:28]=2)=[CH:36][N:35]=[CH:34][CH:33]=3)[CH:24]=[CH:23][N:22]=1. (3) Given the reactants [O:1]1[CH2:6][CH2:5][N:4]([CH2:7][CH2:8][OH:9])[CH2:3][CH2:2]1.[C:10]1([C:16]2[CH:24]=[CH:23][C:19]([C:20](Cl)=[O:21])=[CH:18][CH:17]=2)[CH:15]=[CH:14][CH:13]=[CH:12][CH:11]=1, predict the reaction product. The product is: [C:10]1([C:16]2[CH:17]=[CH:18][C:19]([C:20]([O:9][CH2:8][CH2:7][N:4]3[CH2:5][CH2:6][O:1][CH2:2][CH2:3]3)=[O:21])=[CH:23][CH:24]=2)[CH:11]=[CH:12][CH:13]=[CH:14][CH:15]=1. (4) Given the reactants Cl[C:2]1[CH:7]=[N:6][CH:5]=[C:4]([O:8][CH2:9][C:10]2[CH:15]=[C:14]([O:16][CH3:17])[CH:13]=[CH:12][C:11]=2[O:18][CH3:19])[N:3]=1.COC1C=CC(OC)=CC=1CO.[NH:32]1[CH2:37][CH2:36][NH:35][CH2:34][CH2:33]1.C([O-])([O-])=O.[K+].[K+].O=[O+][O-], predict the reaction product. The product is: [CH3:19][O:18][C:11]1[CH:12]=[CH:13][C:14]([O:16][CH3:17])=[CH:15][C:10]=1[CH2:9][O:8][C:4]1[CH:5]=[N:6][CH:7]=[C:2]([N:32]2[CH2:37][CH2:36][NH:35][CH2:34][CH2:33]2)[N:3]=1. (5) Given the reactants [CH3:1][C:2]1[CH:7]=[CH:6][CH:5]=[CH:4][C:3]=1[C:8]1[CH:16]=[CH:15][C:11]([C:12]([NH2:14])=[O:13])=[CH:10][CH:9]=1.[C:17]([Li])([CH3:20])([CH3:19])C.[CH3:22][CH2:23][CH2:24]CC.CN(C)[CH:29]=[O:30], predict the reaction product. The product is: [CH:17]([N:14]([CH:23]([CH3:24])[CH3:22])[C:12](=[O:13])[C:11]1[CH:10]=[CH:9][C:8]([C:3]2[CH:4]=[CH:5][CH:6]=[CH:7][C:2]=2[CH3:1])=[CH:16][C:15]=1[CH:29]=[O:30])([CH3:20])[CH3:19]. (6) Given the reactants [CH2:1]([O:3][C:4]([C:6]1([C:9]2[CH:14]=[CH:13][C:12]([C:15]3[CH:20]=[CH:19][C:18]([C:21]4[CH:22]=[N:23][N:24]([CH3:27])[C:25]=4[NH2:26])=[CH:17][CH:16]=3)=[CH:11][CH:10]=2)[CH2:8][CH2:7]1)=[O:5])[CH3:2].[C:28]1([C:34]2[S:35][C:36]([CH:39]=O)=[CH:37][N:38]=2)[CH:33]=[CH:32][CH:31]=[CH:30][CH:29]=1, predict the reaction product. The product is: [CH2:1]([O:3][C:4]([C:6]1([C:9]2[CH:10]=[CH:11][C:12]([C:15]3[CH:20]=[CH:19][C:18]([C:21]4[CH:22]=[N:23][N:24]([CH3:27])[C:25]=4[NH:26][CH2:39][C:36]4[S:35][C:34]([C:28]5[CH:29]=[CH:30][CH:31]=[CH:32][CH:33]=5)=[N:38][CH:37]=4)=[CH:17][CH:16]=3)=[CH:13][CH:14]=2)[CH2:8][CH2:7]1)=[O:5])[CH3:2].